This data is from Full USPTO retrosynthesis dataset with 1.9M reactions from patents (1976-2016). The task is: Predict the reactants needed to synthesize the given product. (1) Given the product [CH2:26]([N:18]1[C:19]2[C:15](=[CH:14][C:13]([O:12][CH2:11][CH2:10][CH2:9][N:3]3[CH2:4][CH2:5][CH2:6][CH2:7][CH2:8]3)=[CH:21][CH:20]=2)[CH2:16][CH2:17]1)[C:27]1[CH:32]=[CH:31][CH:30]=[CH:29][CH:28]=1, predict the reactants needed to synthesize it. The reactants are: Cl.Cl.[N:3]1([CH2:9][CH2:10][CH2:11][O:12][C:13]2[CH:14]=[C:15]3[C:19](=[CH:20][CH:21]=2)[NH:18][CH2:17][CH2:16]3)[CH2:8][CH2:7][CH2:6][CH2:5][CH2:4]1.C(O)(=O)C.[CH:26](=O)[C:27]1[CH:32]=[CH:31][CH:30]=[CH:29][CH:28]=1.C(O[BH-](OC(=O)C)OC(=O)C)(=O)C.[Na+]. (2) The reactants are: [Br:1][C:2]1[C:9]([O:10][CH3:11])=[CH:8][C:5]([CH:6]=[O:7])=[CH:4][C:3]=1[O:12][CH3:13].[CH3:14][Mg+].[Br-]. Given the product [Br:1][C:2]1[C:9]([O:10][CH3:11])=[CH:8][C:5]([CH:6]([OH:7])[CH3:14])=[CH:4][C:3]=1[O:12][CH3:13], predict the reactants needed to synthesize it. (3) Given the product [F:1][C:2]1[C:3]([O:19][CH3:20])=[C:4]([C:8]2([CH2:11][C:12]([OH:18])([C:22]([F:24])([F:23])[F:21])[C:13]([O:15][CH2:16][CH3:17])=[O:14])[CH2:10][CH2:9]2)[CH:5]=[CH:6][CH:7]=1, predict the reactants needed to synthesize it. The reactants are: [F:1][C:2]1[C:3]([O:19][CH3:20])=[C:4]([C:8]2([CH2:11][C:12](=[O:18])[C:13]([O:15][CH2:16][CH3:17])=[O:14])[CH2:10][CH2:9]2)[CH:5]=[CH:6][CH:7]=1.[F:21][C:22]([Si](C)(C)C)([F:24])[F:23].C(=O)([O-])[O-].[Cs+].[Cs+].O. (4) Given the product [CH3:11][O:12][C:13]1[CH:18]=[C:17]2[C:16](=[CH:15][C:14]=1[O:19][CH3:20])[C:6]([CH3:8])([CH3:7])[CH2:5][CH2:4][C:2]2([CH3:10])[CH3:3], predict the reactants needed to synthesize it. The reactants are: Cl[C:2]([CH3:10])([CH2:4][CH2:5][C:6](Cl)([CH3:8])[CH3:7])[CH3:3].[CH3:11][O:12][C:13]1[CH:18]=[CH:17][CH:16]=[CH:15][C:14]=1[O:19][CH3:20].[Al+3].[Cl-].[Cl-].[Cl-]. (5) Given the product [I:1][C:2]1[CH:12]=[CH:11][CH:10]=[CH:9][C:3]=1/[CH:4]=[CH:5]/[C:6]([NH:17][CH2:18][CH2:19][NH:20][C:21](=[O:27])[O:22][C:23]([CH3:25])([CH3:24])[CH3:26])=[O:8], predict the reactants needed to synthesize it. The reactants are: [I:1][C:2]1[CH:12]=[CH:11][CH:10]=[CH:9][C:3]=1[CH:4]=[CH:5][C:6]([OH:8])=O.O=S(Cl)Cl.[NH2:17][CH2:18][CH2:19][NH:20][C:21](=[O:27])[O:22][C:23]([CH3:26])([CH3:25])[CH3:24].CCN(CC)CC. (6) Given the product [NH2:14][C:9]1[CH:10]=[CH:11][CH:12]=[C:13]2[C:8]=1[C:7](=[O:17])[C:6]1([NH:18][C:19]([C:21]3[CH:30]=[C:29]([O:31][CH3:32])[C:28]4[C:23](=[CH:24][CH:25]=[CH:26][CH:27]=4)[N:22]=3)=[O:20])[C:5]3[CH:33]=[CH:34][C:35]([CH:37]([CH3:39])[CH3:38])=[CH:36][C:4]=3[O:3][C:2]12[OH:1], predict the reactants needed to synthesize it. The reactants are: [OH:1][C:2]12[C:13]3[C:8](=[C:9]([N+:14]([O-])=O)[CH:10]=[CH:11][CH:12]=3)[C:7](=[O:17])[C:6]1([NH:18][C:19]([C:21]1[CH:30]=[C:29]([O:31][CH3:32])[C:28]3[C:23](=[CH:24][CH:25]=[CH:26][CH:27]=3)[N:22]=1)=[O:20])[C:5]1[CH:33]=[CH:34][C:35]([CH:37]([CH3:39])[CH3:38])=[CH:36][C:4]=1[O:3]2.C(O)C. (7) Given the product [CH2:6]([O:8][C:9](=[O:28])[C@H:10]([OH:27])[CH2:11][C@H:12]([NH2:26])[CH2:13][C:14]1[CH:15]=[CH:16][C:17]([C:20]2[CH:21]=[CH:22][CH:23]=[CH:24][CH:25]=2)=[CH:18][CH:19]=1)[CH2:7][CH2:1][CH3:2].[ClH:4], predict the reactants needed to synthesize it. The reactants are: [C:1]([Cl:4])(=O)[CH3:2].Cl.[CH2:6]([O:8][C:9](=[O:28])[C@H:10]([OH:27])[CH2:11][C@H:12]([NH2:26])[CH2:13][C:14]1[CH:19]=[CH:18][C:17]([C:20]2[CH:25]=[CH:24][CH:23]=[CH:22][CH:21]=2)=[CH:16][CH:15]=1)[CH3:7]. (8) Given the product [CH3:21][C:22]1[CH:23]=[CH:24][C:25]([C:28]([OH:30])=[O:29])=[CH:26][CH:27]=1, predict the reactants needed to synthesize it. The reactants are: C1(C)C=CC(S(O)(=O)=O)=CC=1.CN(C)C1C=CC=CN=1.[CH3:21][C:22]1[CH2:27][CH2:26][CH:25]([C:28]([OH:30])=[O:29])[CH2:24][CH:23]=1.C1(C)C=C(C)C=C(C)C=1.